This data is from NCI-60 drug combinations with 297,098 pairs across 59 cell lines. The task is: Regression. Given two drug SMILES strings and cell line genomic features, predict the synergy score measuring deviation from expected non-interaction effect. (1) Synergy scores: CSS=-3.10, Synergy_ZIP=1.26, Synergy_Bliss=-5.19, Synergy_Loewe=-36.5, Synergy_HSA=-13.4. Cell line: U251. Drug 1: CC1C(C(CC(O1)OC2CC(CC3=C2C(=C4C(=C3O)C(=O)C5=C(C4=O)C(=CC=C5)OC)O)(C(=O)CO)O)N)O.Cl. Drug 2: C1C(C(OC1N2C=NC(=NC2=O)N)CO)O. (2) Drug 1: C1CCC(C(C1)N)N.C(=O)(C(=O)[O-])[O-].[Pt+4]. Synergy scores: CSS=3.59, Synergy_ZIP=-18.0, Synergy_Bliss=-31.8, Synergy_Loewe=-29.9, Synergy_HSA=-29.9. Drug 2: C1CN(P(=O)(OC1)NCCCl)CCCl. Cell line: OVCAR-4. (3) Drug 1: CC(CN1CC(=O)NC(=O)C1)N2CC(=O)NC(=O)C2. Drug 2: CC1=C(C(=CC=C1)Cl)NC(=O)C2=CN=C(S2)NC3=CC(=NC(=N3)C)N4CCN(CC4)CCO. Cell line: EKVX. Synergy scores: CSS=14.5, Synergy_ZIP=-3.75, Synergy_Bliss=0.223, Synergy_Loewe=-13.2, Synergy_HSA=2.49. (4) Drug 1: CC(CN1CC(=O)NC(=O)C1)N2CC(=O)NC(=O)C2. Synergy scores: CSS=9.86, Synergy_ZIP=-5.00, Synergy_Bliss=0.517, Synergy_Loewe=0.906, Synergy_HSA=1.76. Drug 2: C(CC(=O)O)C(=O)CN.Cl. Cell line: BT-549. (5) Drug 1: CC1CCC2CC(C(=CC=CC=CC(CC(C(=O)C(C(C(=CC(C(=O)CC(OC(=O)C3CCCCN3C(=O)C(=O)C1(O2)O)C(C)CC4CCC(C(C4)OC)O)C)C)O)OC)C)C)C)OC. Drug 2: C1CN1C2=NC(=NC(=N2)N3CC3)N4CC4. Cell line: NCI-H522. Synergy scores: CSS=33.1, Synergy_ZIP=-7.72, Synergy_Bliss=-1.93, Synergy_Loewe=-0.320, Synergy_HSA=-0.290. (6) Drug 1: CCC1=C2CN3C(=CC4=C(C3=O)COC(=O)C4(CC)O)C2=NC5=C1C=C(C=C5)O. Drug 2: COC1=C2C(=CC3=C1OC=C3)C=CC(=O)O2. Cell line: SF-295. Synergy scores: CSS=2.68, Synergy_ZIP=-5.55, Synergy_Bliss=5.00, Synergy_Loewe=-18.7, Synergy_HSA=1.50. (7) Synergy scores: CSS=14.1, Synergy_ZIP=-11.6, Synergy_Bliss=-15.6, Synergy_Loewe=-28.1, Synergy_HSA=-16.6. Drug 2: C1=NC2=C(N1)C(=S)N=CN2. Cell line: HOP-62. Drug 1: CC(C1=C(C=CC(=C1Cl)F)Cl)OC2=C(N=CC(=C2)C3=CN(N=C3)C4CCNCC4)N. (8) Drug 1: C1CN1P(=S)(N2CC2)N3CC3. Drug 2: CN1C(=O)N2C=NC(=C2N=N1)C(=O)N. Cell line: MDA-MB-435. Synergy scores: CSS=2.97, Synergy_ZIP=2.28, Synergy_Bliss=4.68, Synergy_Loewe=4.13, Synergy_HSA=2.41.